This data is from CYP2C19 inhibition data for predicting drug metabolism from PubChem BioAssay. The task is: Regression/Classification. Given a drug SMILES string, predict its absorption, distribution, metabolism, or excretion properties. Task type varies by dataset: regression for continuous measurements (e.g., permeability, clearance, half-life) or binary classification for categorical outcomes (e.g., BBB penetration, CYP inhibition). Dataset: cyp2c19_veith. The result is 1 (inhibitor). The molecule is O=C(C(NS(=O)(=O)c1cccs1)c1ccccc1)N1CCN(c2ccccc2)CC1.